Dataset: Reaction yield outcomes from USPTO patents with 853,638 reactions. Task: Predict the reaction yield, written as a fraction of the theoretical maximum amount of product (1.0 means a 100% yield; for example, 0.34 means a 34% yield). (1) The reactants are [CH2:1]([O:8][C:9]1[C:10]([N+:16]([O-:18])=[O:17])=[N:11][CH:12]=[C:13](Cl)[CH:14]=1)[C:2]1[CH:7]=[CH:6][CH:5]=[CH:4][CH:3]=1.C(=O)([O-])[O-].[K+].[K+].[Cl:25][C:26]1[CH:31]=[CH:30][CH:29]=[CH:28][C:27]=1[OH:32].CN(C=O)C. The catalyst is C(OCC)(=O)C. The product is [CH2:1]([O:8][C:9]1[C:10]([N+:16]([O-:18])=[O:17])=[N:11][CH:12]=[C:13]([O:32][C:27]2[CH:28]=[CH:29][CH:30]=[CH:31][C:26]=2[Cl:25])[CH:14]=1)[C:2]1[CH:7]=[CH:6][CH:5]=[CH:4][CH:3]=1. The yield is 0.542. (2) The reactants are [CH2:1]([O:3][C:4]([C:6]1[C:7](=[O:27])[N:8](CC2C=CC(OC)=CC=2)[C:9]2[C:14]([C:15]=1[Cl:16])=[CH:13][C:12]([F:17])=[CH:11][N:10]=2)=[O:5])[CH3:2]. The catalyst is C(O)(C(F)(F)F)=O. The product is [CH2:1]([O:3][C:4]([C:6]1[C:7](=[O:27])[NH:8][C:9]2[C:14]([C:15]=1[Cl:16])=[CH:13][C:12]([F:17])=[CH:11][N:10]=2)=[O:5])[CH3:2]. The yield is 0.980.